Dataset: Forward reaction prediction with 1.9M reactions from USPTO patents (1976-2016). Task: Predict the product of the given reaction. (1) Given the reactants [H-].[Na+].[O:3]([C:6]1[CH:11]=[CH:10][CH:9]=[CH:8][C:7]=1[OH:12])[CH2:4][CH3:5].[Br:13][C:14]1[C:15](Cl)=[N:16][C:17]([Cl:20])=[N:18][CH:19]=1.CCOC(C)=O, predict the reaction product. The product is: [Br:13][C:14]1[C:15]([O:12][C:7]2[CH:8]=[CH:9][CH:10]=[CH:11][C:6]=2[O:3][CH2:4][CH3:5])=[N:16][C:17]([Cl:20])=[N:18][CH:19]=1. (2) Given the reactants [Si:1]([O:8][CH:9]([C:22]1[O:23][C:24]([Sn](CCCC)(CCCC)CCCC)=[CH:25][N:26]=1)[CH2:10][CH2:11][CH2:12][CH2:13][CH2:14][CH2:15][C:16]1[CH:21]=[CH:20][CH:19]=[CH:18][CH:17]=1)([C:4]([CH3:7])([CH3:6])[CH3:5])([CH3:3])[CH3:2].Cl[C:41]1[CH:46]=[C:45]([F:47])[CH:44]=[CH:43][N:42]=1, predict the reaction product. The product is: [Si:1]([O:8][CH:9]([C:22]1[O:23][C:24]([C:41]2[CH:46]=[C:45]([F:47])[CH:44]=[CH:43][N:42]=2)=[CH:25][N:26]=1)[CH2:10][CH2:11][CH2:12][CH2:13][CH2:14][CH2:15][C:16]1[CH:21]=[CH:20][CH:19]=[CH:18][CH:17]=1)([C:4]([CH3:7])([CH3:5])[CH3:6])([CH3:2])[CH3:3]. (3) Given the reactants [Br:1][C:2]1[CH:3]=[CH:4][C:5]([O:9][C:10]([F:13])([F:12])[F:11])=[C:6]([NH2:8])[CH:7]=1.[C:14](OC(=O)C)(=[O:16])[CH3:15], predict the reaction product. The product is: [Br:1][C:2]1[CH:3]=[CH:4][C:5]([O:9][C:10]([F:11])([F:12])[F:13])=[C:6]([NH:8][C:14](=[O:16])[CH3:15])[CH:7]=1. (4) Given the reactants [CH2:1]([C:3]1[O:4][C:5]([C:20]2[CH:25]=[CH:24][C:23]([C:26]([F:29])([F:28])[F:27])=[CH:22][CH:21]=2)=[CH:6][C:7]=1[CH2:8][O:9][C:10]1[CH:19]=[CH:18][C:13]([C:14]([O:16]C)=[O:15])=[CH:12][CH:11]=1)[CH3:2].[OH-].[Na+].O.Cl, predict the reaction product. The product is: [CH2:1]([C:3]1[O:4][C:5]([C:20]2[CH:21]=[CH:22][C:23]([C:26]([F:29])([F:27])[F:28])=[CH:24][CH:25]=2)=[CH:6][C:7]=1[CH2:8][O:9][C:10]1[CH:11]=[CH:12][C:13]([C:14]([OH:16])=[O:15])=[CH:18][CH:19]=1)[CH3:2]. (5) Given the reactants [OH:1][CH:2]1[CH2:7][CH2:6][N:5]([C:8]([N:10]2[CH2:15][CH:14]([C:16]3[CH:21]=[CH:20][C:19]([CH3:22])=[C:18]([C:23]([F:26])([F:25])[F:24])[CH:17]=3)[CH2:13][CH:12]([C:27]([OH:29])=O)[CH2:11]2)=[O:9])[CH2:4][CH2:3]1.O[N:31]=[C:32]([NH2:38])[CH2:33][S:34]([CH3:37])(=[O:36])=[O:35], predict the reaction product. The product is: [OH:1][CH:2]1[CH2:7][CH2:6][N:5]([C:8]([N:10]2[CH2:15][CH:14]([C:16]3[CH:21]=[CH:20][C:19]([CH3:22])=[C:18]([C:23]([F:24])([F:26])[F:25])[CH:17]=3)[CH2:13][CH:12]([C:27]3[O:29][N:38]=[C:32]([CH2:33][S:34]([CH3:37])(=[O:36])=[O:35])[N:31]=3)[CH2:11]2)=[O:9])[CH2:4][CH2:3]1.